The task is: Predict the product of the given reaction.. This data is from Forward reaction prediction with 1.9M reactions from USPTO patents (1976-2016). The product is: [NH:32]1[C:40]2[C:35](=[CH:36][C:37]([C:2]3[CH:10]=[C:9]4[C:5]([CH:6]=[N:7][NH:8]4)=[C:4]([NH:11][C:12]([C:14]4[N:15]=[C:16]([CH3:19])[S:17][CH:18]=4)=[O:13])[CH:3]=3)=[CH:38][CH:39]=2)[CH:34]=[CH:33]1. Given the reactants Br[C:2]1[CH:10]=[C:9]2[C:5]([CH:6]=[N:7][NH:8]2)=[C:4]([NH:11][C:12]([C:14]2[N:15]=[C:16]([CH3:19])[S:17][CH:18]=2)=[O:13])[CH:3]=1.C(=O)([O-])[O-].[Na+].[Na+].O1CCOCC1.[NH:32]1[C:40]2[C:35](=[CH:36][C:37](B(O)O)=[CH:38][CH:39]=2)[CH:34]=[CH:33]1, predict the reaction product.